This data is from Forward reaction prediction with 1.9M reactions from USPTO patents (1976-2016). The task is: Predict the product of the given reaction. Given the reactants [CH2:1]([CH2:7][P:8]([OH:11])([OH:10])=[O:9])[CH2:2][N:3]([OH:6])[CH:4]=[O:5].[CH2:12](OC(O[CH2:29][CH2:28][CH2:27][CH2:26][CH2:25][CH2:24][CH2:23][CH2:22][CH2:21][CH2:20][CH2:19][CH2:18][CH2:17][CH2:16][CH2:15][CH2:14][CH2:13][CH3:12])O[CH2:29][CH2:28][CH2:27][CH2:26][CH2:25][CH2:24][CH2:23][CH2:22][CH2:21][CH2:20][CH2:19][CH2:18][CH2:17][CH2:16][CH2:15][CH2:14][CH2:13][CH3:12])[CH2:13][CH2:14][CH2:15][CH2:16][CH2:17][CH2:18][CH2:19][CH2:20][CH2:21][CH2:22][CH2:23][CH2:24][CH2:25][CH2:26][CH2:27][CH2:28][CH3:29], predict the reaction product. The product is: [CH2:29]([O:9][P:8]([CH2:7][CH2:1][CH2:2][N:3]([CH:4]=[O:5])[OH:6])(=[O:11])[O:10][CH2:29][CH2:28][CH2:27][CH2:26][CH2:25][CH2:24][CH2:23][CH2:22][CH2:21][CH2:20][CH2:19][CH2:18][CH2:17][CH2:16][CH2:15][CH2:14][CH2:13][CH3:12])[CH2:28][CH2:27][CH2:26][CH2:25][CH2:24][CH2:23][CH2:22][CH2:21][CH2:20][CH2:19][CH2:18][CH2:17][CH2:16][CH2:15][CH2:14][CH2:13][CH3:12].